From a dataset of Peptide-MHC class II binding affinity with 134,281 pairs from IEDB. Regression. Given a peptide amino acid sequence and an MHC pseudo amino acid sequence, predict their binding affinity value. This is MHC class II binding data. (1) The peptide sequence is GELQIQDKIDAAFKI. The MHC is DRB1_0701 with pseudo-sequence DRB1_0701. The binding affinity (normalized) is 0.638. (2) The peptide sequence is VDLAKSLRIAAKIYS. The MHC is DRB1_0301 with pseudo-sequence DRB1_0301. The binding affinity (normalized) is 0.485. (3) The peptide sequence is PNWVRKVFIDTIPNI. The MHC is HLA-DQA10401-DQB10402 with pseudo-sequence HLA-DQA10401-DQB10402. The binding affinity (normalized) is 0.168. (4) The peptide sequence is AVFEAALTKAITAMT. The MHC is HLA-DPA10201-DPB10101 with pseudo-sequence HLA-DPA10201-DPB10101. The binding affinity (normalized) is 0.460. (5) The peptide sequence is LSSKFNKFVSPKSVS. The MHC is DRB1_1101 with pseudo-sequence DRB1_1101. The binding affinity (normalized) is 0.594. (6) The peptide sequence is IKYTRPGDSLAEVEL. The MHC is HLA-DQA10501-DQB10301 with pseudo-sequence HLA-DQA10501-DQB10301. The binding affinity (normalized) is 0.460. (7) The peptide sequence is NKKYFAATQFEPLAA. The MHC is DRB1_1602 with pseudo-sequence DRB1_1602. The binding affinity (normalized) is 0.554. (8) The MHC is DRB1_0401 with pseudo-sequence DRB1_0401. The peptide sequence is LEAAVKQAYAATIAA. The binding affinity (normalized) is 0.529. (9) The peptide sequence is GRTTWSIHGKGEWMT. The MHC is HLA-DQA10201-DQB10303 with pseudo-sequence HLA-DQA10201-DQB10303. The binding affinity (normalized) is 0.278. (10) The peptide sequence is SHLNAMSKVRKDISE. The MHC is DRB1_0404 with pseudo-sequence DRB1_0404. The binding affinity (normalized) is 0.538.